This data is from Forward reaction prediction with 1.9M reactions from USPTO patents (1976-2016). The task is: Predict the product of the given reaction. (1) Given the reactants [CH3:1][C:2]1([CH3:19])[C:10]2[C:5](=[CH:6][C:7]([N+:15]([O-:17])=[O:16])=[C:8]([NH:11]C(=O)C)[CH:9]=2)[NH:4][C:3]1=[O:18].Cl.Cl[CH2:22][C:23]1[N:24]=[CH:25][S:26][CH:27]=1.C([O-])([O-])=O.[K+].[K+], predict the reaction product. The product is: [NH2:11][C:8]1[CH:9]=[C:10]2[C:5](=[CH:6][C:7]=1[N+:15]([O-:17])=[O:16])[N:4]([CH2:22][C:23]1[N:24]=[CH:25][S:26][CH:27]=1)[C:3](=[O:18])[C:2]2([CH3:1])[CH3:19]. (2) Given the reactants [CH3:1][C:2]([CH3:8])([CH3:7])[C:3](=[N:5][OH:6])[CH3:4].[Li+].[OH-].[CH2:11]1[O:13][CH2:12]1, predict the reaction product. The product is: [OH:13][CH2:12][CH2:11][O:6][N:5]=[C:3]([C:2]([CH3:8])([CH3:7])[CH3:1])[CH3:4]. (3) Given the reactants [NH2:1][CH2:2][CH2:3][N:4]1[C:12]2[CH2:11][CH2:10][CH2:9][CH2:8][C:7]=2[CH:6]=[C:5]1[C:13]([O:15]CC)=O.[C:18]([O:21][CH2:22][C:23]1[C:28]([Br:29])=[CH:27][C:26]([F:30])=[CH:25][C:24]=1Br)(=[O:20])[CH3:19].CC1(C)C2C(=C(P(C3C=CC=CC=3)C3C=CC=CC=3)C=CC=2)OC2C(P(C3C=CC=CC=3)C3C=CC=CC=3)=CC=CC1=2.C([O-])([O-])=O.[Cs+].[Cs+], predict the reaction product. The product is: [C:18]([O:21][CH2:22][C:23]1[C:24]([N:1]2[CH2:2][CH2:3][N:4]3[C:12]4[CH2:11][CH2:10][CH2:9][CH2:8][C:7]=4[CH:6]=[C:5]3[C:13]2=[O:15])=[CH:25][C:26]([F:30])=[CH:27][C:28]=1[Br:29])(=[O:20])[CH3:19].